This data is from Full USPTO retrosynthesis dataset with 1.9M reactions from patents (1976-2016). The task is: Predict the reactants needed to synthesize the given product. (1) Given the product [CH3:25][O:26][C:27](=[O:31])[C@@H:28]([NH:29][C:20]([C:14]1[N:15]=[C:16]([Cl:19])[C:17]2[C:12]([C:13]=1[OH:23])=[CH:11][CH:10]=[C:9]([O:8][CH2:1][C:2]1[CH:3]=[CH:4][CH:5]=[CH:6][CH:7]=1)[CH:18]=2)=[O:21])[CH3:30], predict the reactants needed to synthesize it. The reactants are: [CH2:1]([O:8][C:9]1[CH:18]=[C:17]2[C:12]([C:13]([OH:23])=[C:14]([C:20](O)=[O:21])[N:15]=[C:16]2[Cl:19])=[CH:11][CH:10]=1)[C:2]1[CH:7]=[CH:6][CH:5]=[CH:4][CH:3]=1.Cl.[CH3:25][O:26][C:27](=[O:31])[C@H:28]([CH3:30])[NH2:29]. (2) Given the product [Cl:28][C:29]1[N:30]=[C:31]([N:40]2[CH2:41][CH2:42][O:43][CH2:44][CH2:45]2)[C:32]2[S:37][C:36]([CH2:38][O:39][CH2:26][C:27]3[CH:16]=[CH:14][CH:13]=[CH:12][N:22]=3)=[CH:35][C:33]=2[N:34]=1, predict the reactants needed to synthesize it. The reactants are: N1C2C(=C(C3N=[C:12]([N:22]4[CH2:27][CH2:26]OCC4)[C:13]4SC(COC)=[CH:16][C:14]=4N=3)C=CC=2)C=N1.[Cl:28][C:29]1[N:30]=[C:31]([N:40]2[CH2:45][CH2:44][O:43][CH2:42][CH2:41]2)[C:32]2[S:37][C:36]([CH2:38][OH:39])=[CH:35][C:33]=2[N:34]=1.N1C=CC=CC=1CCl. (3) Given the product [F:13][C:14]1[CH:19]=[CH:18][C:17]([N:20]2[C:28]3[N:27]=[C:26]4[CH2:29][CH2:30][CH2:31][CH:32]5[CH2:37][C:36]6([CH2:8][O:38]6)[CH2:35][CH2:34][C:33]5([CH2:39][C:40]5[CH:45]=[CH:44][CH:43]=[CH:42][N:41]=5)[C:25]4=[CH:24][C:23]=3[CH:22]=[N:21]2)=[CH:16][CH:15]=1, predict the reactants needed to synthesize it. The reactants are: [H-].[Na+].CS(C)=O.[I-].[CH3:8][S+](C)(C)=O.[F:13][C:14]1[CH:19]=[CH:18][C:17]([N:20]2[C:28]3[N:27]=[C:26]4[CH2:29][CH2:30][CH2:31][CH:32]5[CH2:37][C:36](=[O:38])[CH2:35][CH2:34][C:33]5([CH2:39][C:40]5[CH:45]=[CH:44][CH:43]=[CH:42][N:41]=5)[C:25]4=[CH:24][C:23]=3[CH:22]=[N:21]2)=[CH:16][CH:15]=1. (4) Given the product [CH2:1]1[C:9]2[C:4](=[CH:5][CH:6]=[CH:7][CH:8]=2)[CH2:3][CH:2]1[C:10]([NH2:15])=[O:12], predict the reactants needed to synthesize it. The reactants are: [CH2:1]1[C:9]2[C:4](=[CH:5][CH:6]=[CH:7][CH:8]=2)[CH2:3][CH:2]1[C:10]([OH:12])=O.CC[N:15](C(C)C)C(C)C.CN(C(ON1N=NC2C=CC=NC1=2)=[N+](C)C)C.F[P-](F)(F)(F)(F)F.C[Si](N[Si](C)(C)C)(C)C. (5) Given the product [CH:45]1[C:46]2[C:41](=[N:40][C:39]3[C:48]([C:47]=2[NH:49][C:50]2[CH:51]=[C:52]([NH:58][C:59]([CH:60]([NH:62][C:5]([C:4]4[CH:8]=[C:9]([NH:14][C:15]([N:17]5[CH2:22][CH2:21][N:20]([C:23]6[CH:24]=[C:25]([O:33][CH3:34])[C:26]([O:31][CH3:32])=[C:27]([O:29][CH3:30])[CH:28]=6)[CH2:19][CH2:18]5)=[O:16])[C:10]([O:12][CH3:13])=[N:11][C:3]=4[CH2:1][CH3:2])=[O:6])[CH3:61])=[O:63])[CH:53]=[C:54]([CH2:56][OH:57])[CH:55]=2)=[CH:35][CH:36]=[CH:37][CH:38]=3)[CH:42]=[CH:43][CH:44]=1, predict the reactants needed to synthesize it. The reactants are: [CH2:1]([C:3]1[N:11]=[C:10]([O:12][CH3:13])[C:9]([NH:14][C:15]([N:17]2[CH2:22][CH2:21][N:20]([C:23]3[CH:28]=[C:27]([O:29][CH3:30])[C:26]([O:31][CH3:32])=[C:25]([O:33][CH3:34])[CH:24]=3)[CH2:19][CH2:18]2)=[O:16])=[CH:8][C:4]=1[C:5](O)=[O:6])[CH3:2].[CH:35]1[C:48]2[C:39](=[N:40][C:41]3[C:46]([C:47]=2[NH:49][C:50]2[CH:51]=[C:52]([NH:58][C:59](=[O:63])[CH:60]([NH2:62])[CH3:61])[CH:53]=[C:54]([CH2:56][OH:57])[CH:55]=2)=[CH:45][CH:44]=[CH:43][CH:42]=3)[CH:38]=[CH:37][CH:36]=1. (6) Given the product [Cl:19][C:15]1[CH:16]=[C:17]2[C:12](=[C:13]([NH:20][CH:21]3[CH2:25][CH2:24][CH2:23][CH2:22]3)[CH:14]=1)[NH:11][C:10]([C:8]([N:5]1[CH2:6][CH2:7][CH:3]([CH2:2][N:1]3[CH2:30][CH2:29][CH2:28][CH2:27][CH2:26]3)[CH2:4]1)=[O:9])=[CH:18]2, predict the reactants needed to synthesize it. The reactants are: [NH2:1][CH2:2][CH:3]1[CH2:7][CH2:6][N:5]([C:8]([C:10]2[NH:11][C:12]3[C:17]([CH:18]=2)=[CH:16][C:15]([Cl:19])=[CH:14][C:13]=3[NH:20][CH:21]2[CH2:25][CH2:24][CH2:23][CH2:22]2)=[O:9])[CH2:4]1.[CH:26](=O)[CH2:27][CH2:28][CH2:29][CH:30]=O.